Dataset: Full USPTO retrosynthesis dataset with 1.9M reactions from patents (1976-2016). Task: Predict the reactants needed to synthesize the given product. (1) Given the product [Cl:20][C:15]1[CH:14]=[C:13]2[C:18]([C:9]([C:5]3[CH:6]=[CH:7][CH:8]=[C:3]([C:2]4[NH:1][C:39](=[O:40])[O:38][N:37]=4)[CH:4]=3)=[C:10]([CH2:22][C:23]([NH:25][C:26]3[CH:31]=[CH:30][C:29]([F:32])=[CH:28][C:27]=3[C:33]([F:36])([F:34])[F:35])=[O:24])[C:11](=[O:21])[O:12]2)=[CH:17][C:16]=1[CH3:19], predict the reactants needed to synthesize it. The reactants are: [NH2:1][C:2](=[N:37][OH:38])[C:3]1[CH:4]=[C:5]([C:9]2[C:18]3[C:13](=[CH:14][C:15]([Cl:20])=[C:16]([CH3:19])[CH:17]=3)[O:12][C:11](=[O:21])[C:10]=2[CH2:22][C:23]([NH:25][C:26]2[CH:31]=[CH:30][C:29]([F:32])=[CH:28][C:27]=2[C:33]([F:36])([F:35])[F:34])=[O:24])[CH:6]=[CH:7][CH:8]=1.[C:39](N1C=CN=C1)(N1C=CN=C1)=[O:40].C1CCN2C(=NCCC2)CC1.Cl. (2) Given the product [CH3:28][N:29]([CH:31]=[C:32]1[C:40](=[O:41])[C:39]2[N:38]([CH2:42][CH2:43][C:17]([NH:21][CH3:22])([NH:19][CH3:20])[CH3:16])[N:37]=[C:36]([C:47]([O:49][CH2:50][CH3:51])=[O:48])[C:35]=2[CH2:34][CH2:33]1)[CH3:30], predict the reactants needed to synthesize it. The reactants are: CN(C=C1C(=O)C2NN(C[CH2:16][C:17]([NH:21][CH3:22])([NH:19][CH3:20])C)C(C(OCC)=O)C=2CC1)C.[CH3:28][N:29]([CH:31]=[C:32]1[C:40](=[O:41])[C:39]2[N:38]([CH2:42][C:43](F)(F)F)[N:37]=[C:36]([C:47]([O:49][CH2:50][CH3:51])=[O:48])[C:35]=2[CH2:34][CH2:33]1)[CH3:30]. (3) The reactants are: [S:1]1[CH:5]=[CH:4][N:3]=[C:2]1[C:6]1[CH:13]=[CH:12][CH:11]=[CH:10][C:7]=1[CH:8]=O.[C:14]1([N:20]2[C:24]3([CH2:29][CH2:28][NH:27][CH2:26][CH2:25]3)[C:23](=[O:30])[NH:22][CH2:21]2)[CH:19]=[CH:18][CH:17]=[CH:16][CH:15]=1.C(O[BH-](OC(=O)C)OC(=O)C)(=O)C.[Na+]. Given the product [C:14]1([N:20]2[C:24]3([CH2:25][CH2:26][N:27]([CH2:8][C:7]4[CH:10]=[CH:11][CH:12]=[CH:13][C:6]=4[C:2]4[S:1][CH:5]=[CH:4][N:3]=4)[CH2:28][CH2:29]3)[C:23](=[O:30])[NH:22][CH2:21]2)[CH:15]=[CH:16][CH:17]=[CH:18][CH:19]=1, predict the reactants needed to synthesize it. (4) Given the product [ClH:26].[CH2:1]([O:3][C:4]([N:6]1[CH2:12][CH:11]([N:13]2[C:21](=[O:22])[C:20]3[C:15](=[CH:16][CH:17]=[CH:18][CH:19]=3)[C:14]2=[O:23])[C:10]([NH2:27])=[N:9][CH2:8][CH2:7]1)=[O:5])[CH3:2], predict the reactants needed to synthesize it. The reactants are: [CH2:1]([O:3][C:4]([N:6]1[CH2:12][CH:11]([N:13]2[C:21](=[O:22])[C:20]3[C:15](=[CH:16][CH:17]=[CH:18][CH:19]=3)[C:14]2=[O:23])[C:10](OC)=[N:9][CH2:8][CH2:7]1)=[O:5])[CH3:2].[Cl-:26].[NH4+:27]. (5) The reactants are: CCCC[N+](CCCC)(CCCC)CCCC.[F-].[CH2:19]([S:21]([N:24]1[CH2:29][CH2:28][CH:27]([C:30]2[C:38]3[C:33](=[C:34]([C:48]#[N:49])[CH:35]=[C:36]([O:39][C:40]4[CH:45]=[CH:44][C:43]([O:46][CH3:47])=[CH:42][CH:41]=4)[CH:37]=3)[N:32](COCC[Si](C)(C)C)[CH:31]=2)[CH2:26][CH2:25]1)(=[O:23])=[O:22])[CH3:20].CCOC(C)=O.O. Given the product [CH2:19]([S:21]([N:24]1[CH2:25][CH2:26][CH:27]([C:30]2[C:38]3[C:33](=[C:34]([C:48]#[N:49])[CH:35]=[C:36]([O:39][C:40]4[CH:41]=[CH:42][C:43]([O:46][CH3:47])=[CH:44][CH:45]=4)[CH:37]=3)[NH:32][CH:31]=2)[CH2:28][CH2:29]1)(=[O:23])=[O:22])[CH3:20], predict the reactants needed to synthesize it. (6) Given the product [F:1][C:2]1[CH:3]=[CH:4][C:5]([O:6][CH:7]([C:11]2[CH:16]=[CH:15][C:14]([F:17])=[CH:13][CH:12]=2)[C:8]([NH:20][C:21]2[S:22][CH:23]=[CH:24][N:25]=2)=[O:10])=[CH:18][CH:19]=1, predict the reactants needed to synthesize it. The reactants are: [F:1][C:2]1[CH:19]=[CH:18][C:5]([O:6][CH:7]([C:11]2[CH:16]=[CH:15][C:14]([F:17])=[CH:13][CH:12]=2)[C:8]([OH:10])=O)=[CH:4][CH:3]=1.[NH2:20][C:21]1[S:22][CH:23]=[CH:24][N:25]=1.